Dataset: NCI-60 drug combinations with 297,098 pairs across 59 cell lines. Task: Regression. Given two drug SMILES strings and cell line genomic features, predict the synergy score measuring deviation from expected non-interaction effect. (1) Drug 1: CCC1=CC2CC(C3=C(CN(C2)C1)C4=CC=CC=C4N3)(C5=C(C=C6C(=C5)C78CCN9C7C(C=CC9)(C(C(C8N6C)(C(=O)OC)O)OC(=O)C)CC)OC)C(=O)OC.C(C(C(=O)O)O)(C(=O)O)O. Drug 2: C(CN)CNCCSP(=O)(O)O. Cell line: MDA-MB-435. Synergy scores: CSS=50.5, Synergy_ZIP=0.448, Synergy_Bliss=-1.15, Synergy_Loewe=-36.0, Synergy_HSA=-0.877. (2) Drug 1: CCC1=CC2CC(C3=C(CN(C2)C1)C4=CC=CC=C4N3)(C5=C(C=C6C(=C5)C78CCN9C7C(C=CC9)(C(C(C8N6C)(C(=O)OC)O)OC(=O)C)CC)OC)C(=O)OC.C(C(C(=O)O)O)(C(=O)O)O. Drug 2: CCCCC(=O)OCC(=O)C1(CC(C2=C(C1)C(=C3C(=C2O)C(=O)C4=C(C3=O)C=CC=C4OC)O)OC5CC(C(C(O5)C)O)NC(=O)C(F)(F)F)O. Cell line: CAKI-1. Synergy scores: CSS=31.6, Synergy_ZIP=-3.43, Synergy_Bliss=-4.69, Synergy_Loewe=-0.532, Synergy_HSA=-1.10. (3) Drug 1: CC12CCC(CC1=CCC3C2CCC4(C3CC=C4C5=CN=CC=C5)C)O. Drug 2: CN(C)C1=NC(=NC(=N1)N(C)C)N(C)C. Cell line: MDA-MB-231. Synergy scores: CSS=-0.00800, Synergy_ZIP=1.12, Synergy_Bliss=0.768, Synergy_Loewe=-5.86, Synergy_HSA=-2.79. (4) Drug 1: CCC1(CC2CC(C3=C(CCN(C2)C1)C4=CC=CC=C4N3)(C5=C(C=C6C(=C5)C78CCN9C7C(C=CC9)(C(C(C8N6C=O)(C(=O)OC)O)OC(=O)C)CC)OC)C(=O)OC)O.OS(=O)(=O)O. Drug 2: N.N.Cl[Pt+2]Cl. Cell line: MCF7. Synergy scores: CSS=34.0, Synergy_ZIP=-4.77, Synergy_Bliss=1.07, Synergy_Loewe=1.62, Synergy_HSA=4.38. (5) Drug 1: CC12CCC(CC1=CCC3C2CCC4(C3CC=C4C5=CN=CC=C5)C)O. Cell line: SF-268. Drug 2: C1C(C(OC1N2C=NC(=NC2=O)N)CO)O. Synergy scores: CSS=4.11, Synergy_ZIP=2.05, Synergy_Bliss=7.06, Synergy_Loewe=1.45, Synergy_HSA=2.12. (6) Drug 1: CC(C1=C(C=CC(=C1Cl)F)Cl)OC2=C(N=CC(=C2)C3=CN(N=C3)C4CCNCC4)N. Drug 2: CS(=O)(=O)CCNCC1=CC=C(O1)C2=CC3=C(C=C2)N=CN=C3NC4=CC(=C(C=C4)OCC5=CC(=CC=C5)F)Cl. Cell line: MALME-3M. Synergy scores: CSS=0.912, Synergy_ZIP=1.92, Synergy_Bliss=4.42, Synergy_Loewe=-1.72, Synergy_HSA=1.07. (7) Synergy scores: CSS=1.12, Synergy_ZIP=-0.366, Synergy_Bliss=-2.79, Synergy_Loewe=-4.22, Synergy_HSA=-5.67. Cell line: T-47D. Drug 1: CCN(CC)CCNC(=O)C1=C(NC(=C1C)C=C2C3=C(C=CC(=C3)F)NC2=O)C. Drug 2: CS(=O)(=O)OCCCCOS(=O)(=O)C. (8) Drug 1: CC12CCC3C(C1CCC2=O)CC(=C)C4=CC(=O)C=CC34C. Drug 2: C1CC(C1)(C(=O)O)C(=O)O.[NH2-].[NH2-].[Pt+2]. Cell line: DU-145. Synergy scores: CSS=80.9, Synergy_ZIP=1.64, Synergy_Bliss=1.27, Synergy_Loewe=3.13, Synergy_HSA=3.82. (9) Drug 1: CC1=CC2C(CCC3(C2CCC3(C(=O)C)OC(=O)C)C)C4(C1=CC(=O)CC4)C. Drug 2: C1CN(P(=O)(OC1)NCCCl)CCCl. Cell line: SK-OV-3. Synergy scores: CSS=-0.225, Synergy_ZIP=1.50, Synergy_Bliss=2.92, Synergy_Loewe=-2.02, Synergy_HSA=1.92. (10) Drug 1: COC1=NC(=NC2=C1N=CN2C3C(C(C(O3)CO)O)O)N. Synergy scores: CSS=-0.918, Synergy_ZIP=1.32, Synergy_Bliss=1.80, Synergy_Loewe=-4.78, Synergy_HSA=-2.69. Drug 2: CC1=C(C(=CC=C1)Cl)NC(=O)C2=CN=C(S2)NC3=CC(=NC(=N3)C)N4CCN(CC4)CCO. Cell line: OVCAR-4.